Dataset: Forward reaction prediction with 1.9M reactions from USPTO patents (1976-2016). Task: Predict the product of the given reaction. Given the reactants Cl[C:2]1[N:7]=[C:6]([C:8]2[CH:9]=[CH:10][C:11]([N:16]3[CH2:21][CH2:20][CH:19]([OH:22])[CH2:18][CH2:17]3)=[C:12]([CH:15]=2)[C:13]#[N:14])[CH:5]=[CH:4][N:3]=1.[N:23]1[NH:24][N:25]=[N:26][C:27]=1[C:28]1[CH:34]=[CH:33][C:31]([NH2:32])=[CH:30][CH:29]=1, predict the reaction product. The product is: [N:26]1[NH:25][N:24]=[N:23][C:27]=1[C:28]1[CH:34]=[CH:33][C:31]([NH:32][C:2]2[N:7]=[C:6]([C:8]3[CH:9]=[CH:10][C:11]([N:16]4[CH2:21][CH2:20][CH:19]([OH:22])[CH2:18][CH2:17]4)=[C:12]([CH:15]=3)[C:13]#[N:14])[CH:5]=[CH:4][N:3]=2)=[CH:30][CH:29]=1.